This data is from Reaction yield outcomes from USPTO patents with 853,638 reactions. The task is: Predict the reaction yield, written as a fraction of the theoretical maximum amount of product (1.0 means a 100% yield; for example, 0.34 means a 34% yield). (1) The reactants are Cl[C:2]1[N:7]=[C:6]([NH:8][C:9]2[CH:18]=[CH:17][CH:16]=[CH:15][C:10]=2[C:11]([NH:13][CH3:14])=[O:12])[C:5]([Cl:19])=[CH:4][N:3]=1.[F:20][C:21]([F:37])([F:36])[CH2:22][NH:23][CH:24]1[CH2:30][CH2:29][C:28]2[CH:31]=[C:32]([NH2:35])[CH:33]=[CH:34][C:27]=2[CH2:26][CH2:25]1.CC1(C)[C@]2(CS(O)(=O)=O)C(C[C@H]1CC2)=O.C(=O)(O)[O-].[Na+]. The catalyst is CC(O)C.O. The product is [Cl:19][C:5]1[C:6]([NH:8][C:9]2[CH:18]=[CH:17][CH:16]=[CH:15][C:10]=2[C:11]([NH:13][CH3:14])=[O:12])=[N:7][C:2]([NH:35][C:32]2[CH:33]=[CH:34][C:27]3[CH2:26][CH2:25][CH:24]([NH:23][CH2:22][C:21]([F:20])([F:36])[F:37])[CH2:30][CH2:29][C:28]=3[CH:31]=2)=[N:3][CH:4]=1. The yield is 0.0740. (2) The reactants are [CH3:1][O:2][C:3]([C:5]1[CH:6]=[C:7]2[C:12](=[CH:13][CH:14]=1)[NH:11][CH:10]([C:15]1[CH:20]=[CH:19][CH:18]=[C:17]([O:21][CH3:22])[CH:16]=1)[C:9]([CH3:24])([CH3:23])[CH:8]2O)=[O:4].C([SiH](CC)CC)C.FC(F)(F)C(O)=O. No catalyst specified. The product is [CH3:1][O:2][C:3]([C:5]1[CH:6]=[C:7]2[C:12](=[CH:13][CH:14]=1)[NH:11][CH:10]([C:15]1[CH:20]=[CH:19][CH:18]=[C:17]([O:21][CH3:22])[CH:16]=1)[C:9]([CH3:24])([CH3:23])[CH2:8]2)=[O:4]. The yield is 0.500. (3) The reactants are [OH:1]/[N:2]=[C:3](\Cl)/[C:4]1[CH:9]=[CH:8][C:7]([F:10])=[CH:6][CH:5]=1.CN([CH:15]=[CH:16][C:17]([O:19][CH2:20][CH3:21])=[O:18])C.C(N(CC)CC)C. The catalyst is C(OCC)C. The product is [CH2:20]([O:19][C:17]([C:16]1[C:3]([C:4]2[CH:9]=[CH:8][C:7]([F:10])=[CH:6][CH:5]=2)=[N:2][O:1][CH:15]=1)=[O:18])[CH3:21]. The yield is 0.880. (4) The product is [Cl:15][C:11]1[CH:12]=[C:13]2[C:8](=[CH:9][CH:10]=1)[NH:7][C:6](=[O:16])[C:5]([C@@H:3]([NH:2][C:18]1[N:23]=[C:22]([N:24]([CH:32]([CH3:34])[CH3:33])[S:25]([CH2:28][CH:29]([CH3:30])[CH3:31])(=[O:26])=[O:27])[CH:21]=[CH:20][N:19]=1)[CH3:4])=[CH:14]2. The reactants are Cl.[NH2:2][C@H:3]([C:5]1[C:6](=[O:16])[NH:7][C:8]2[C:13]([CH:14]=1)=[CH:12][C:11]([Cl:15])=[CH:10][CH:9]=2)[CH3:4].Cl[C:18]1[N:23]=[C:22]([N:24]([CH:32]([CH3:34])[CH3:33])[S:25]([CH2:28][CH:29]([CH3:31])[CH3:30])(=[O:27])=[O:26])[CH:21]=[CH:20][N:19]=1.CCN(C(C)C)C(C)C.O. The yield is 0.0488. The catalyst is CS(C)=O. (5) The reactants are [CH3:1][O:2][C:3](=[O:46])[NH:4][CH:5]([C:12]([N:14]1[CH2:18][CH2:17][CH2:16][CH:15]1[C:19]1[NH:20][C:21]([C:24]2[CH:29]=[CH:28][C:27]([C:30]3[CH:35]=[CH:34][C:33]([C:36]4[NH:37][C:38]([CH:41]5[CH2:45][CH2:44][CH2:43][NH:42]5)=[N:39][CH:40]=4)=[CH:32][CH:31]=3)=[CH:26][CH:25]=2)=[CH:22][N:23]=1)=[O:13])[CH2:6][CH2:7][C:8]([F:11])([F:10])[F:9].[CH3:47][O:48][C:49]([NH:51][CH:52]([CH:56]([CH3:58])[CH3:57])[C:53](O)=[O:54])=[O:50].CN(C(ON1N=NC2C=CC=NC1=2)=[N+](C)C)C.F[P-](F)(F)(F)(F)F.C(N(C(C)C)CC)(C)C. The catalyst is CN(C)C=O. The product is [CH3:1][O:2][C:3](=[O:46])[NH:4][CH:5]([C:12]([N:14]1[CH2:18][CH2:17][CH2:16][CH:15]1[C:19]1[NH:20][C:21]([C:24]2[CH:25]=[CH:26][C:27]([C:30]3[CH:35]=[CH:34][C:33]([C:36]4[NH:37][C:38]([CH:41]5[CH2:45][CH2:44][CH2:43][N:42]5[C:53](=[O:54])[CH:52]([NH:51][C:49]([O:48][CH3:47])=[O:50])[CH:56]([CH3:58])[CH3:57])=[N:39][CH:40]=4)=[CH:32][CH:31]=3)=[CH:28][CH:29]=2)=[CH:22][N:23]=1)=[O:13])[CH2:6][CH2:7][C:8]([F:9])([F:11])[F:10]. The yield is 0.470. (6) The reactants are [CH2:1]([O:5][CH2:6][C:7]1[CH:12]=[CH:11][C:10]([CH2:13][CH2:14][N+:15]([O-:17])=O)=[CH:9][CH:8]=1)[CH2:2][CH2:3][CH3:4].C[O-].[Na+].C(Cl)[Cl:22]. The catalyst is CO.[Ti](Cl)(Cl)(Cl)Cl. The product is [CH2:1]([O:5][CH2:6][C:7]1[CH:12]=[CH:11][C:10]([CH2:13][C:14]([Cl:22])=[N:15][OH:17])=[CH:9][CH:8]=1)[CH2:2][CH2:3][CH3:4]. The yield is 0.990.